This data is from Full USPTO retrosynthesis dataset with 1.9M reactions from patents (1976-2016). The task is: Predict the reactants needed to synthesize the given product. (1) The reactants are: [F:1][C:2]([F:7])([F:6])[C:3]([OH:5])=[O:4].[CH:8]1([CH:13]([N:18]2[CH:22]=[C:21]([C:23]3[C:24]4[CH:32]=[CH:31][N:30](OCC[Si](C)(C)C)[C:25]=4[N:26]=[C:27](C)[N:28]=3)[CH:20]=[N:19]2)[CH2:14][CH:15]2[CH2:17][CH2:16]2)[CH2:12][CH2:11][CH2:10][CH2:9]1.C(O)(C(F)(F)F)=O. Given the product [F:1][C:2]([F:7])([F:6])[C:3]([OH:5])=[O:4].[CH:8]1([CH:13]([N:18]2[CH:22]=[C:21]([C:23]3[C:24]4[CH:32]=[CH:31][NH:30][C:25]=4[N:26]=[CH:27][N:28]=3)[CH:20]=[N:19]2)[CH2:14][CH:15]2[CH2:17][CH2:16]2)[CH2:12][CH2:11][CH2:10][CH2:9]1, predict the reactants needed to synthesize it. (2) Given the product [Cl:1][C:2]1[CH:3]=[C:4]2[C:9](=[CH:10][C:11]=1[O:12][C:13]1[CH:14]=[CH:15][C:16]([C:19](=[O:36])[NH:20][CH2:21][CH2:22][C:23]3[CH:28]=[CH:27][CH:26]=[C:25]([O:29][C:30]4[CH:31]=[CH:32][CH:33]=[CH:34][CH:35]=4)[CH:24]=3)=[CH:17][CH:18]=1)[O:8][CH2:7][CH2:6][CH:5]2[C:37]([O-:39])=[O:38].[Na+:42], predict the reactants needed to synthesize it. The reactants are: [Cl:1][C:2]1[CH:3]=[C:4]2[C:9](=[CH:10][C:11]=1[O:12][C:13]1[CH:18]=[CH:17][C:16]([C:19](=[O:36])[NH:20][CH2:21][CH2:22][C:23]3[CH:28]=[CH:27][CH:26]=[C:25]([O:29][C:30]4[CH:35]=[CH:34][CH:33]=[CH:32][CH:31]=4)[CH:24]=3)=[CH:15][CH:14]=1)[O:8][CH2:7][CH2:6][CH:5]2[C:37]([OH:39])=[O:38].C[O-].[Na+:42]. (3) Given the product [CH3:1][N:2]([CH3:6])[CH2:3][CH2:4][NH:5][S:13]([C:11]1[S:12][C:8]([Cl:7])=[CH:9][CH:10]=1)(=[O:15])=[O:14], predict the reactants needed to synthesize it. The reactants are: [CH3:1][N:2]([CH3:6])[CH2:3][CH2:4][NH2:5].[Cl:7][C:8]1[S:12][C:11]([S:13](Cl)(=[O:15])=[O:14])=[CH:10][CH:9]=1.C(N(CC)CC)C.